This data is from Forward reaction prediction with 1.9M reactions from USPTO patents (1976-2016). The task is: Predict the product of the given reaction. Given the reactants [Cl:1][C:2]1[CH:7]=[CH:6][C:5]([S:8]([NH:11][C@@H:12]2[CH2:18][C:17]([F:20])([F:19])[CH2:16][CH2:15][NH:14][C:13]2=[O:21])(=[O:10])=[O:9])=[CH:4][CH:3]=1.[CH3:22][O:23][C:24](=[O:34])[C:25]1[CH:30]=[CH:29][C:28]([CH2:31]Br)=[C:27]([F:33])[CH:26]=1, predict the reaction product. The product is: [CH3:22][O:23][C:24](=[O:34])[C:25]1[CH:30]=[CH:29][C:28]([CH2:31][N:11]([S:8]([C:5]2[CH:6]=[CH:7][C:2]([Cl:1])=[CH:3][CH:4]=2)(=[O:9])=[O:10])[C@@H:12]2[CH2:18][C:17]([F:19])([F:20])[CH2:16][CH2:15][NH:14][C:13]2=[O:21])=[C:27]([F:33])[CH:26]=1.